Predict the product of the given reaction. From a dataset of Forward reaction prediction with 1.9M reactions from USPTO patents (1976-2016). The product is: [CH2:1]([N:4]1[C:12](=[O:13])[C:11]2[C:6](=[N:7][C:8]([NH:29][C:28]3[CH:30]=[CH:31][C:32]([N:33]4[CH2:34][CH2:35][N:36]([CH3:39])[CH2:37][CH2:38]4)=[C:26]([CH3:25])[CH:27]=3)=[N:9][CH:10]=2)[N:5]1[C:16]1[CH:21]=[CH:20][CH:19]=[C:18]([CH:22]([OH:24])[CH3:23])[N:17]=1)[CH:2]=[CH2:3]. Given the reactants [CH2:1]([N:4]1[C:12](=[O:13])[C:11]2[C:6](=[N:7][C:8](SC)=[N:9][CH:10]=2)[N:5]1[C:16]1[CH:21]=[CH:20][CH:19]=[C:18]([C@H:22]([OH:24])[CH3:23])[N:17]=1)[CH:2]=[CH2:3].[CH3:25][C:26]1[CH:27]=[C:28]([CH:30]=[CH:31][C:32]=1[N:33]1[CH2:38][CH2:37][N:36]([CH3:39])[CH2:35][CH2:34]1)[NH2:29], predict the reaction product.